This data is from Full USPTO retrosynthesis dataset with 1.9M reactions from patents (1976-2016). The task is: Predict the reactants needed to synthesize the given product. (1) Given the product [O:11]([CH2:18][C:19]([O:10][CH2:9][CH2:8][CH2:7][C:1]1[CH:6]=[CH:5][CH:4]=[CH:3][CH:2]=1)=[O:20])[C:12]1[CH:17]=[CH:16][CH:15]=[CH:14][CH:13]=1, predict the reactants needed to synthesize it. The reactants are: [C:1]1([CH2:7][CH2:8][CH2:9][OH:10])[CH:6]=[CH:5][CH:4]=[CH:3][CH:2]=1.[O:11]([CH2:18][C:19](O)=[O:20])[C:12]1[CH:17]=[CH:16][CH:15]=[CH:14][CH:13]=1.[OH-].[K+]. (2) Given the product [CH3:1][C:2]1[N:6]([CH2:7][CH2:8][C:9]2[CH:10]=[CH:11][CH:12]=[CH:13][CH:14]=2)[N:5]=[C:4]([C:15]([OH:17])=[O:16])[CH:3]=1, predict the reactants needed to synthesize it. The reactants are: [CH3:1][C:2]1[N:6]([CH2:7][CH2:8][C:9]2[CH:14]=[CH:13][CH:12]=[CH:11][CH:10]=2)[N:5]=[C:4]([C:15]([O:17]CC)=[O:16])[CH:3]=1.[OH-].[Na+]. (3) Given the product [F:8][C:4]1[CH:5]=[CH:6][CH:7]=[C:2]([F:1])[C:3]=1[C:9]1[S:10][CH:11]=[C:12]([C:14]([NH:16][C:17]2[CH:18]=[N:19][CH:20]=[CH:21][C:22]=2[CH:23]2[CH2:28][CH:27]([NH:29][C:30](=[O:36])[O:31][C:32]([CH3:34])([CH3:35])[CH3:33])[CH:26]([F:45])[CH:25]([CH3:38])[CH2:24]2)=[O:15])[N:13]=1, predict the reactants needed to synthesize it. The reactants are: [F:1][C:2]1[CH:7]=[CH:6][CH:5]=[C:4]([F:8])[C:3]=1[C:9]1[S:10][CH:11]=[C:12]([C:14]([NH:16][C:17]2[CH:18]=[N:19][CH:20]=[CH:21][C:22]=2[CH:23]2[CH2:28][CH:27]([NH:29][C:30](=[O:36])[O:31][C:32]([CH3:35])([CH3:34])[CH3:33])[CH:26](O)[CH:25]([CH3:38])[CH2:24]2)=[O:15])[N:13]=1.CCN(S(F)(F)[F:45])CC.